This data is from Full USPTO retrosynthesis dataset with 1.9M reactions from patents (1976-2016). The task is: Predict the reactants needed to synthesize the given product. (1) The reactants are: Cl[C:2]1[CH:7]=[N:6][C:5]([C:8]2[CH:13]=[CH:12][CH:11]=[CH:10][CH:9]=2)=[C:4]([C:14]2[CH:19]=[CH:18][CH:17]=[CH:16][CH:15]=2)[N:3]=1.[CH3:20][O:21][CH2:22][O:23][C:24]1[CH:25]=[C:26]([CH:30]=[CH:31][CH:32]=1)[CH2:27][NH:28][CH3:29]. Given the product [C:8]1([C:5]2[N:6]=[CH:7][C:2]([N:28]([CH2:27][C:26]3[CH:30]=[CH:31][CH:32]=[C:24]([O:23][CH2:22][O:21][CH3:20])[CH:25]=3)[CH3:29])=[N:3][C:4]=2[C:14]2[CH:19]=[CH:18][CH:17]=[CH:16][CH:15]=2)[CH:13]=[CH:12][CH:11]=[CH:10][CH:9]=1, predict the reactants needed to synthesize it. (2) Given the product [CH3:1][O:2][C:3](=[O:23])[CH2:4][C:5]1[CH:10]=[CH:9][CH:8]=[C:7]([CH2:11][CH2:12][CH2:13][CH2:14][OH:15])[CH:6]=1, predict the reactants needed to synthesize it. The reactants are: [CH3:1][O:2][C:3](=[O:23])[CH2:4][C:5]1[CH:10]=[CH:9][CH:8]=[C:7]([C:11]#[C:12][CH2:13][CH2:14][O:15][Si](C(C)(C)C)(C)C)[CH:6]=1.[H][H]. (3) Given the product [CH2:19]([C:14]1[CH:13]=[C:12]([Br:11])[CH:17]=[CH:16][C:15]=1[OH:18])[C:20]1[CH:21]=[CH:22][CH:23]=[CH:24][CH:25]=1, predict the reactants needed to synthesize it. The reactants are: [Al+3].[Cl-].[Cl-].[Cl-].[H-].[H-].[H-].[H-].[Li+].[Al+3].[Br:11][C:12]1[CH:17]=[CH:16][C:15]([OH:18])=[C:14]([CH:19](O)[C:20]2[CH:25]=[CH:24][CH:23]=[CH:22][CH:21]=2)[CH:13]=1.CCOCC.CO. (4) Given the product [C:12]([C:8]1[CH:9]=[C:10]([F:11])[C:2]([N:16]2[CH2:21][CH2:20][CH2:19][C@H:18]([NH:22][C:23](=[O:32])[O:24][CH2:25][C:26]3[CH:31]=[CH:30][CH:29]=[CH:28][CH:27]=3)[CH2:17]2)=[C:3]2[C:7]=1[NH:6][C:5]([CH3:14])=[C:4]2[CH3:15])#[N:13], predict the reactants needed to synthesize it. The reactants are: Br[C:2]1[C:10]([F:11])=[CH:9][C:8]([C:12]#[N:13])=[C:7]2[C:3]=1[C:4]([CH3:15])=[C:5]([CH3:14])[NH:6]2.[NH:16]1[CH2:21][CH2:20][CH2:19][C@H:18]([NH:22][C:23](=[O:32])[O:24][CH2:25][C:26]2[CH:31]=[CH:30][CH:29]=[CH:28][CH:27]=2)[CH2:17]1.C1C=CC(P(C2C(C3C(P(C4C=CC=CC=4)C4C=CC=CC=4)=CC=C4C=3C=CC=C4)=C3C(C=CC=C3)=CC=2)C2C=CC=CC=2)=CC=1. (5) Given the product [C:12]([C:4]1([N:3]([C:31](=[O:32])[CH2:30][C:23]2[C:22]([CH3:21])=[CH:27][C:26]([CH3:28])=[CH:25][C:24]=2[CH3:29])[N:2]([CH3:1])[CH3:14])[CH2:9][CH2:8][N:7]([O:10][CH3:11])[CH2:6][CH2:5]1)#[N:13], predict the reactants needed to synthesize it. The reactants are: [CH3:1][N:2]([CH3:14])[NH:3][C:4]1([C:12]#[N:13])[CH2:9][CH2:8][N:7]([O:10][CH3:11])[CH2:6][CH2:5]1.N1C=CC=CC=1.[CH3:21][C:22]1[CH:27]=[C:26]([CH3:28])[CH:25]=[C:24]([CH3:29])[C:23]=1[CH2:30][C:31](Cl)=[O:32].[Cl-].[NH4+]. (6) Given the product [F:32][C:28]1[CH:27]=[C:26]([S:23]([NH:22][C:18]2[CH:19]=[CH:20][CH:21]=[C:16]([C:9]3[N:10]=[C:11]([CH:13]([CH3:15])[CH3:14])[S:12][C:8]=3[C:6]3[CH:5]=[CH:4][N:3]=[C:2]([NH:34][CH3:33])[N:7]=3)[CH:17]=2)(=[O:25])=[O:24])[CH:31]=[CH:30][CH:29]=1, predict the reactants needed to synthesize it. The reactants are: Cl[C:2]1[N:7]=[C:6]([C:8]2[S:12][C:11]([CH:13]([CH3:15])[CH3:14])=[N:10][C:9]=2[C:16]2[CH:17]=[C:18]([NH:22][S:23]([C:26]3[CH:31]=[CH:30][CH:29]=[C:28]([F:32])[CH:27]=3)(=[O:25])=[O:24])[CH:19]=[CH:20][CH:21]=2)[CH:5]=[CH:4][N:3]=1.[CH3:33][NH2:34].C([O-])([O-])=O.[K+].[K+]. (7) Given the product [CH3:24][N:21]1[CH2:22][CH2:23][N:18]([C:15]2[CH:16]=[CH:17][C:12]([NH:11][C:4]3[N:3]=[C:2]([N:38]4[CH2:39][CH2:40][CH2:41][C@@H:36]([NH:35][C:33]([NH:32][C:29]5[S:30][CH:31]=[C:27]([CH3:26])[N:28]=5)=[O:34])[CH2:37]4)[CH:10]=[CH:9][C:5]=3[C:6]([NH2:8])=[O:7])=[CH:13][CH:14]=2)[CH2:19][CH2:20]1, predict the reactants needed to synthesize it. The reactants are: Cl[C:2]1[CH:10]=[CH:9][C:5]([C:6]([NH2:8])=[O:7])=[C:4]([NH:11][C:12]2[CH:17]=[CH:16][C:15]([N:18]3[CH2:23][CH2:22][N:21]([CH3:24])[CH2:20][CH2:19]3)=[CH:14][CH:13]=2)[N:3]=1.Cl.[CH3:26][C:27]1[N:28]=[C:29]([NH:32][C:33]([NH:35][C@@H:36]2[CH2:41][CH2:40][CH2:39][NH:38][CH2:37]2)=[O:34])[S:30][CH:31]=1.CCN(C(C)C)C(C)C. (8) Given the product [Br:30][C:31]1[CH:37]=[C:36]([F:38])[CH:35]=[C:34]([F:39])[C:32]=1[NH:33][C:13]([C:11]1[N:10]([C:16]2[C:21]([Cl:22])=[CH:20][CH:19]=[CH:18][N:17]=2)[N:9]=[C:8]([Br:7])[CH:12]=1)=[O:15], predict the reactants needed to synthesize it. The reactants are: C(Cl)(=O)C(Cl)=O.[Br:7][C:8]1[CH:12]=[C:11]([C:13]([OH:15])=O)[N:10]([C:16]2[C:21]([Cl:22])=[CH:20][CH:19]=[CH:18][N:17]=2)[N:9]=1.C(N(CC)CC)C.[Br:30][C:31]1[CH:37]=[C:36]([F:38])[CH:35]=[C:34]([F:39])[C:32]=1[NH2:33]. (9) Given the product [Si:11]([O:10][CH2:9][CH2:8][N:23]1[C:22]2[N:21]=[CH:20][CH:19]=[CH:18][C:28]=2[C:27]2[CH:29]=[CH:30][CH:31]=[CH:32][C:26]=2[CH2:25][C:24]1=[O:33])([C:14]([CH3:17])([CH3:16])[CH3:15])([CH3:13])[CH3:12], predict the reactants needed to synthesize it. The reactants are: C(=O)([O-])[O-].[Cs+].[Cs+].Br[CH2:8][CH2:9][O:10][Si:11]([C:14]([CH3:17])([CH3:16])[CH3:15])([CH3:13])[CH3:12].[CH:18]1[C:28]2[C:27]3[CH:29]=[CH:30][CH:31]=[CH:32][C:26]=3[CH2:25][C:24](=[O:33])[NH:23][C:22]=2[N:21]=[CH:20][CH:19]=1.O. (10) The reactants are: Cl[C:2]1[N:7]2[N:8]=[C:9]([C:11]([F:15])([F:14])[CH2:12][CH3:13])[N:10]=[C:6]2[N:5]=[C:4]([CH3:16])[CH:3]=1.[F:17][C:18]([F:27])([F:26])[C:19]1[CH:25]=[CH:24][C:22]([NH2:23])=[CH:21][CH:20]=1. Given the product [F:14][C:11]([C:9]1[N:10]=[C:6]2[N:5]=[C:4]([CH3:16])[CH:3]=[C:2]([NH:23][C:22]3[CH:24]=[CH:25][C:19]([C:18]([F:17])([F:26])[F:27])=[CH:20][CH:21]=3)[N:7]2[N:8]=1)([F:15])[CH2:12][CH3:13], predict the reactants needed to synthesize it.